From a dataset of Full USPTO retrosynthesis dataset with 1.9M reactions from patents (1976-2016). Predict the reactants needed to synthesize the given product. (1) Given the product [NH2:1][C:4]1[CH:5]=[C:6]([CH:14]=[CH:15][CH:16]=1)[CH2:7][S:8]([CH2:11][CH2:12][OH:13])(=[O:10])=[O:9], predict the reactants needed to synthesize it. The reactants are: [N+:1]([C:4]1[CH:5]=[C:6]([CH:14]=[CH:15][CH:16]=1)[CH2:7][S:8]([CH2:11][CH2:12][OH:13])(=[O:10])=[O:9])([O-])=O.C(=O)(O)[O-].[Na+]. (2) Given the product [Cl:21][C:2]1[C:11]2[C:6](=[C:7]([S:15][CH3:16])[CH:8]=[C:9]([N+:12]([O-:14])=[O:13])[CH:10]=2)[N:5]=[CH:4][C:3]=1[C:17]#[N:18], predict the reactants needed to synthesize it. The reactants are: O[C:2]1[C:11]2[C:6](=[C:7]([S:15][CH3:16])[CH:8]=[C:9]([N+:12]([O-:14])=[O:13])[CH:10]=2)[N:5]=[CH:4][C:3]=1[C:17]#[N:18].O=P(Cl)(Cl)[Cl:21].